Predict the reactants needed to synthesize the given product. From a dataset of Full USPTO retrosynthesis dataset with 1.9M reactions from patents (1976-2016). Given the product [C:14]1([C:20]([C:22]2[CH:23]=[C:24]([CH:25]=[CH:26][CH:27]=2)[CH2:28][O:1][C:2]2[CH:3]=[CH:4][C:5]([CH2:8][CH2:9][C:10]([O:12][CH3:13])=[O:11])=[CH:6][CH:7]=2)=[CH2:21])[CH:15]=[CH:16][CH:17]=[CH:18][CH:19]=1, predict the reactants needed to synthesize it. The reactants are: [OH:1][C:2]1[CH:7]=[CH:6][C:5]([CH2:8][CH2:9][C:10]([O:12][CH3:13])=[O:11])=[CH:4][CH:3]=1.[C:14]1([C:20]([C:22]2[CH:23]=[C:24]([CH2:28]O)[CH:25]=[CH:26][CH:27]=2)=[CH2:21])[CH:19]=[CH:18][CH:17]=[CH:16][CH:15]=1.C(P(CCCC)CCCC)CCC.N(C(N1CCCCC1)=O)=NC(N1CCCCC1)=O.